Dataset: Drug-target binding data from BindingDB using Ki measurements. Task: Regression. Given a target protein amino acid sequence and a drug SMILES string, predict the binding affinity score between them. We predict pKi (pKi = -log10(Ki in M); higher means stronger inhibition). Dataset: bindingdb_ki. (1) The compound is CSCC[C@H](NC(=O)[C@H](CCC(N)=O)NC(=O)[C@H](CCCCN)NC(=O)[C@H](CCCN=C(N)N)NC(=O)[C@H](Cc1ccc(O)cc1)NC(=O)[C@H](CCCN=C(N)N)NC(=O)[C@H](CO)NC(=O)[C@H](Cc1ccc(O)cc1)NC(=O)[C@H](CO)NC(=O)[C@@H](N)CC(=O)O)C(=O)N[C@@H](C)C(=O)N[C@H](C(=O)N[C@@H](CCCCN)C(=O)N[C@@H](CCCCN)C(=O)N[C@@H](Cc1ccc(O)cc1)C(=O)N[C@@H](CC(C)C)C(=O)N[C@@H](C)C(=O)N[C@@H](C)C(=O)N[C@H](C(=O)N[C@@H](CC(C)C)C(=O)NCC(=O)N[C@@H](CCCCN)C(=O)N[C@@H](CCCN=C(N)N)C(=O)N[C@@H](Cc1ccc(O)cc1)C(=O)N[C@@H](CCCCN)C(=O)N[C@@H](CCC(N)=O)C(=O)N[C@@H](CCCN=C(N)N)C(=O)N[C@H](C(=O)N[C@@H](CCCCN)C(=O)N[C@@H](CC(N)=O)C(=O)N[C@@H](CCCCN)C(N)=O)C(C)C)C(C)C)C(C)C. The target protein (P18509) has sequence MTMCSGARLALLVYGIIMHSSVYSSPAAAGLRFPGIRPEEEAYGEDGNPLPDFDGSEPPGAGSPASAPRAAAAWYRPAGRRDVAHGILNEAYRKVLDQLSAGKHLQSLVARGVGGSLGGGAGDDAEPLSKRHSDGIFTDSYSRYRKQMAVKKYLAAVLGKRYKQRVKNKGRRIAYL. The pKi is 7.5. (2) The compound is Cc1cccc(SCC2NC(c3c[nH]c4c(N)ncnc34)C(O)C2O)c1. The target protein (Q13126) has sequence MASGTTTTAVKIGIIGGTGLDDPEILEGRTEKYVDTPFGKPSDALILGKIKNVDCVLLARHGRQHTIMPSKVNYQANIWALKEEGCTHVIVTTACGSLREEIQPGDIVIIDQFIDRTTMRPQSFYDGSHSCARGVCHIPMAEPFCPKTREVLIETAKKLGLRCHSKGTMVTIEGPRFSSRAESFMFRTWGADVINMTTVPEVVLAKEAGICYASIAMATDYDCWKEHEEAVSVDRVLKTLKENANKAKSLLLTTIPQIGSTEWSETLHNLKNMAQFSVLLPRH. The pKi is 8.8.